This data is from Peptide-MHC class I binding affinity with 185,985 pairs from IEDB/IMGT. The task is: Regression. Given a peptide amino acid sequence and an MHC pseudo amino acid sequence, predict their binding affinity value. This is MHC class I binding data. (1) The peptide sequence is MEKTHNLMA. The MHC is HLA-A03:01 with pseudo-sequence HLA-A03:01. The binding affinity (normalized) is 0.0847. (2) The peptide sequence is AVLDRDGNFR. The MHC is HLA-A33:01 with pseudo-sequence HLA-A33:01. The binding affinity (normalized) is 0.787. (3) The peptide sequence is GLLGNVSTV. The MHC is HLA-A02:03 with pseudo-sequence HLA-A02:03. The binding affinity (normalized) is 0.983. (4) The peptide sequence is ETLLPLTQY. The MHC is HLA-A30:02 with pseudo-sequence HLA-A30:02. The binding affinity (normalized) is 0.226.